From a dataset of Forward reaction prediction with 1.9M reactions from USPTO patents (1976-2016). Predict the product of the given reaction. The product is: [Br:1][C:2]1[CH:7]=[CH:6][C:5]([C:8]2[NH:12][C:11]([S:21][CH3:20])=[C:10]([C:13]#[N:14])[CH:9]=2)=[CH:4][CH:3]=1. Given the reactants [Br:1][C:2]1[CH:7]=[CH:6][C:5]([C:8](=O)[CH2:9][CH:10]([C:13]#[N:14])[C:11]#[N:12])=[CH:4][CH:3]=1.C(O)(=O)C.[CH3:20][S-:21].[Na+], predict the reaction product.